Task: Predict which catalyst facilitates the given reaction.. Dataset: Catalyst prediction with 721,799 reactions and 888 catalyst types from USPTO (1) Reactant: [F:1][C:2]([F:32])([F:31])[C:3]1[CH:4]=[C:5]([CH:10]=[C:11]([CH2:13][C:14]2[CH:15]=[C:16]3[C:20](=[CH:21][CH:22]=2)[CH2:19][C@H:18]([NH:23][S:24]([C:27]([F:30])([F:29])[F:28])(=[O:26])=[O:25])[CH2:17]3)[CH:12]=1)[C:6](OC)=[O:7].[H-].[Al+3].[Li+].[H-].[H-].[H-]. Product: [F:29][C:27]([F:28])([F:30])[S:24]([NH:23][C@@H:18]1[CH2:17][C:16]2[C:20](=[CH:21][CH:22]=[C:14]([CH2:13][C:11]3[CH:12]=[C:3]([C:2]([F:1])([F:31])[F:32])[CH:4]=[C:5]([CH2:6][OH:7])[CH:10]=3)[CH:15]=2)[CH2:19]1)(=[O:26])=[O:25]. The catalyst class is: 1. (2) Reactant: [O:1]1[CH2:6][CH2:5][CH:4]([C:7]([OH:9])=O)[CH2:3][CH2:2]1.C(N1C=CN=C1)(N1C=CN=C1)=O.Cl.[CH3:23][NH:24][O:25][CH3:26]. Product: [CH3:26][O:25][N:24]([CH3:23])[C:7]([CH:4]1[CH2:3][CH2:2][O:1][CH2:6][CH2:5]1)=[O:9]. The catalyst class is: 2.